From a dataset of Catalyst prediction with 721,799 reactions and 888 catalyst types from USPTO. Predict which catalyst facilitates the given reaction. Reactant: [C:1]1([CH:7]([C:29]2[CH:34]=[CH:33][CH:32]=[CH:31][CH:30]=2)[CH2:8][NH:9][C:10]2[C:19]3[C:14](=[CH:15][CH:16]=[CH:17][CH:18]=3)[N:13]=[C:12]([C:20]3[CH:21]=[C:22]4[C:26](=[CH:27][CH:28]=3)[NH:25][CH:24]=[CH:23]4)[N:11]=2)[CH:6]=[CH:5][CH:4]=[CH:3][CH:2]=1.[CH3:35][O-:36].[Na+].[CH2:38]=O.C(Cl)(Cl)Cl.CO. Product: [C:29]1([CH:7]([C:1]2[CH:2]=[CH:3][CH:4]=[CH:5][CH:6]=2)[CH2:8][NH:9][C:10]2[C:19]3[C:14](=[CH:15][CH:16]=[CH:17][CH:18]=3)[N:13]=[C:12]([C:20]3[CH:21]=[C:22]4[C:26](=[CH:27][CH:28]=3)[NH:25][CH:24]=[C:23]4[CH2:35][O:36][CH3:38])[N:11]=2)[CH:34]=[CH:33][CH:32]=[CH:31][CH:30]=1. The catalyst class is: 5.